From a dataset of Reaction yield outcomes from USPTO patents with 853,638 reactions. Predict the reaction yield, written as a fraction of the theoretical maximum amount of product (1.0 means a 100% yield; for example, 0.34 means a 34% yield). (1) The reactants are [CH3:1][C:2]1[CH:3]=[C:4]2[C:9](=[CH:10][CH:11]=1)[CH:8]=[C:7](C1C=CC=CC=1C=O)[CH:6]=[CH:5]2.[Cl-].COC[P+]([C:37]1[CH:42]=[CH:41][CH:40]=[CH:39][CH:38]=1)([C:37]1[CH:42]=[CH:41][CH:40]=[CH:39][CH:38]=1)[C:37]1[CH:42]=[CH:41][CH:40]=[CH:39][CH:38]=1.C(O[K])CCC.[O:49]1[CH2:53]C[CH2:51][CH2:50]1. No catalyst specified. The product is [CH3:53][O:49][CH:50]=[CH:51][C:37]1[CH:38]=[CH:39][CH:40]=[CH:41][C:42]=1[C:7]1[CH:6]=[CH:5][C:4]2[C:9](=[CH:10][CH:11]=[C:2]([CH3:1])[CH:3]=2)[CH:8]=1. The yield is 0.840. (2) The reactants are CCN(CC)CC.II.C1C=CC(P(C2C=CC=CC=2)C2C=CC=CC=2)=CC=1.[C:29]([O:33][C:34](=[O:63])[NH:35][CH2:36][C:37]1([C:40]([NH:42][NH:43][C:44]([CH:46]2[CH2:52][CH2:51][C@@H:50]3[CH2:53][N:47]2[C:48](=[O:62])[N:49]3[O:54][CH2:55][C:56]2[CH:61]=[CH:60][CH:59]=[CH:58][CH:57]=2)=O)=[O:41])[CH2:39][CH2:38]1)([CH3:32])([CH3:31])[CH3:30]. The catalyst is C(Cl)Cl. The product is [CH2:55]([O:54][N:49]1[C:48](=[O:62])[N:47]2[CH2:53][C@H:50]1[CH2:51][CH2:52][CH:46]2[C:44]1[O:41][C:40]([C:37]2([CH2:36][NH:35][C:34](=[O:63])[O:33][C:29]([CH3:32])([CH3:31])[CH3:30])[CH2:38][CH2:39]2)=[N:42][N:43]=1)[C:56]1[CH:61]=[CH:60][CH:59]=[CH:58][CH:57]=1. The yield is 0.830. (3) The reactants are C([O-])([O-])=O.[K+].[K+].[C:7]([OH:15])(=[O:14])[C:8]1[CH:13]=[CH:12][CH:11]=[CH:10][CH:9]=1.Cl[CH2:17][CH2:18][CH2:19][C:20]1[CH:29]=[CH:28][C:23]2[NH:24][C:25](=[O:27])[S:26][C:22]=2[CH:21]=1.Cl. The catalyst is CN(C=O)C.O. The product is [C:7]([O:15][CH2:17][CH2:18][CH2:19][C:20]1[CH:29]=[CH:28][C:23]2[NH:24][C:25](=[O:27])[S:26][C:22]=2[CH:21]=1)(=[O:14])[C:8]1[CH:13]=[CH:12][CH:11]=[CH:10][CH:9]=1. The yield is 0.620. (4) The reactants are [CH3:1][O:2][C:3]1[N:8]=[CH:7][C:6]([C:9]2[CH:10]=[C:11]3[C:16](=[CH:17][CH:18]=2)[N:15]=[CH:14][N:13]=[C:12]3[C:19]2[CH:20]=[CH:21][C:22]([CH3:28])=[C:23]([CH:27]=2)[C:24]([OH:26])=O)=[CH:5][CH:4]=1.CCN(C(C)C)C(C)C.CCCP(=O)=O.CN(C=O)C.[CH3:49][N:50]1[CH2:55][CH2:54][NH:53][CH2:52][CH2:51]1. The catalyst is C(Cl)Cl. The product is [CH3:1][O:2][C:3]1[N:8]=[CH:7][C:6]([C:9]2[CH:10]=[C:11]3[C:16](=[CH:17][CH:18]=2)[N:15]=[CH:14][N:13]=[C:12]3[C:19]2[CH:20]=[CH:21][C:22]([CH3:28])=[C:23]([C:24]([N:53]3[CH2:54][CH2:55][N:50]([CH3:49])[CH2:51][CH2:52]3)=[O:26])[CH:27]=2)=[CH:5][CH:4]=1. The yield is 0.460. (5) The reactants are [CH3:1][O:2][C:3](=[O:21])[CH2:4][N:5](C(OC(C)(C)C)=O)[CH2:6][CH2:7][N:8]1[CH2:13][CH2:12][O:11][CH2:10][CH2:9]1.C(O)(C(F)(F)F)=O. The catalyst is C(Cl)Cl. The product is [CH3:1][O:2][C:3](=[O:21])[CH2:4][NH:5][CH2:6][CH2:7][N:8]1[CH2:13][CH2:12][O:11][CH2:10][CH2:9]1. The yield is 0.760. (6) The reactants are [Cl:1][C:2]1[CH:3]=[C:4]([CH:7]=[C:8]([Cl:11])[C:9]=1[NH2:10])[CH2:5][NH2:6].[C:12]([O-:15])([O-])=O.[K+].[K+].Cl.CNC.O.[CH3:23][N:24]([CH:26]=O)[CH3:25]. No catalyst specified. The product is [NH2:6][CH2:5][C:4]1[CH:3]=[C:2]([Cl:1])[C:9]([NH:10][C:12](=[O:15])[CH2:23][N:24]([CH3:26])[CH3:25])=[C:8]([Cl:11])[CH:7]=1. The yield is 0.729. (7) The reactants are O[C:2]1[CH:7]=[CH:6][N:5]=[CH:4][C:3]=1[NH:8][C:9](=O)[C:10]1[CH:15]=[CH:14][C:13]([N+:16]([O-:18])=[O:17])=[CH:12][CH:11]=1.P12(SP3(SP(SP(S3)(S1)=S)(=S)S2)=S)=[S:21]. The catalyst is N1C=CC=CC=1.CC1C=CC(C)=CC=1. The product is [N+:16]([C:13]1[CH:14]=[CH:15][C:10]([C:9]2[S:21][C:2]3[CH:7]=[CH:6][N:5]=[CH:4][C:3]=3[N:8]=2)=[CH:11][CH:12]=1)([O-:18])=[O:17]. The yield is 0.590. (8) The reactants are [F:1][C:2]1[CH:7]=[CH:6][C:5]([CH:8]([CH:13]([C:16]2[CH:21]=[CH:20][C:19]([S:22][CH3:23])=[CH:18][CH:17]=2)[CH:14]=O)[C:9](OC)=[O:10])=[CH:4][CH:3]=1.O.[NH2:25][NH2:26]. The catalyst is C(O)C. The product is [F:1][C:2]1[CH:7]=[CH:6][C:5]([CH:8]2[CH:13]([C:16]3[CH:21]=[CH:20][C:19]([S:22][CH3:23])=[CH:18][CH:17]=3)[CH:14]=[N:26][NH:25][C:9]2=[O:10])=[CH:4][CH:3]=1. The yield is 0.530. (9) The reactants are [Cl:1][C:2]1[N:3]=[C:4]([N:21]2[CH2:26][CH2:25][O:24][CH2:23][CH2:22]2)[C:5]2[CH:10]=[CH:9][N:8]([CH2:11][C:12]3[CH:17]=[CH:16][CH:15]=[C:14]([N+:18]([O-])=O)[CH:13]=3)[C:6]=2[N:7]=1.NN. The product is [Cl:1][C:2]1[N:3]=[C:4]([N:21]2[CH2:26][CH2:25][O:24][CH2:23][CH2:22]2)[C:5]2[CH:10]=[CH:9][N:8]([CH2:11][C:12]3[CH:13]=[C:14]([CH:15]=[CH:16][CH:17]=3)[NH2:18])[C:6]=2[N:7]=1. The catalyst is CO.[Ni]. The yield is 0.900.